Dataset: Buchwald-Hartwig C-N cross coupling reaction yields with 55,370 reactions. Task: Predict the reaction yield, written as a fraction of the theoretical maximum amount of product (1.0 means a 100% yield; for example, 0.34 means a 34% yield). (1) The reactants are FC(F)(F)c1ccc(Br)cc1.Cc1ccc(N)cc1.O=S(=O)(O[Pd]1c2ccccc2-c2ccccc2N~1)C(F)(F)F.COc1ccc(OC)c(P([C@]23C[C@H]4C[C@H](C[C@H](C4)C2)C3)[C@]23C[C@H]4C[C@H](C[C@H](C4)C2)C3)c1-c1c(C(C)C)cc(C(C)C)cc1C(C)C.CN1CCCN2CCCN=C12.Cc1cc(C)on1. No catalyst specified. The product is Cc1ccc(Nc2ccc(C(F)(F)F)cc2)cc1. The yield is 0.340. (2) The reactants are CCc1ccc(Br)cc1.Cc1ccc(N)cc1.O=S(=O)(O[Pd]1c2ccccc2-c2ccccc2N~1)C(F)(F)F.COc1ccc(OC)c(P(C(C)(C)C)C(C)(C)C)c1-c1c(C(C)C)cc(C(C)C)cc1C(C)C.CN1CCCN2CCCN=C12.c1ccc(CN(Cc2ccccc2)c2ccno2)cc1. No catalyst specified. The product is CCc1ccc(Nc2ccc(C)cc2)cc1. The yield is 0.629. (3) The reactants are COc1ccc(I)cc1.Cc1ccc(N)cc1.O=S(=O)(O[Pd]1c2ccccc2-c2ccccc2N~1)C(F)(F)F.CC(C)c1cc(C(C)C)c(-c2ccccc2P(C(C)(C)C)C(C)(C)C)c(C(C)C)c1.CN(C)C(=NC(C)(C)C)N(C)C.Cc1ccon1. No catalyst specified. The product is COc1ccc(Nc2ccc(C)cc2)cc1. The yield is 0.526. (4) The reactants are FC(F)(F)c1ccc(I)cc1.Cc1ccc(N)cc1.O=S(=O)(O[Pd]1c2ccccc2-c2ccccc2N~1)C(F)(F)F.COc1ccc(OC)c(P(C(C)(C)C)C(C)(C)C)c1-c1c(C(C)C)cc(C(C)C)cc1C(C)C.CCN=P(N=P(N(C)C)(N(C)C)N(C)C)(N(C)C)N(C)C.c1ccc(-c2ccno2)cc1. No catalyst specified. The product is Cc1ccc(Nc2ccc(C(F)(F)F)cc2)cc1. The yield is 0.0955. (5) The reactants are Ic1cccnc1.Cc1ccc(N)cc1.O=S(=O)(O[Pd]1c2ccccc2-c2ccccc2N~1)C(F)(F)F.COc1ccc(OC)c(P([C@]23C[C@H]4C[C@H](C[C@H](C4)C2)C3)[C@]23C[C@H]4C[C@H](C[C@H](C4)C2)C3)c1-c1c(C(C)C)cc(C(C)C)cc1C(C)C.CN(C)C(=NC(C)(C)C)N(C)C.CCOC(=O)c1cnoc1C. The yield is 0.174. No catalyst specified. The product is Cc1ccc(Nc2cccnc2)cc1. (6) The reactants are Ic1ccccn1.Cc1ccc(N)cc1.O=S(=O)(O[Pd]1c2ccccc2-c2ccccc2N~1)C(F)(F)F.CC(C)c1cc(C(C)C)c(-c2ccccc2P(C(C)(C)C)C(C)(C)C)c(C(C)C)c1.CN1CCCN2CCCN=C12.CCOC(=O)c1cc(C)on1. No catalyst specified. The product is Cc1ccc(Nc2ccccn2)cc1. The yield is 0.939.